From a dataset of Peptide-MHC class II binding affinity with 134,281 pairs from IEDB. Regression. Given a peptide amino acid sequence and an MHC pseudo amino acid sequence, predict their binding affinity value. This is MHC class II binding data. (1) The peptide sequence is STVVASVTIIDRSLP. The MHC is HLA-DPA10201-DPB11401 with pseudo-sequence HLA-DPA10201-DPB11401. The binding affinity (normalized) is 0.0381. (2) The peptide sequence is GSFIIDGKSRKECPF. The binding affinity (normalized) is 0.797. The MHC is DRB5_0101 with pseudo-sequence DRB5_0101. (3) The MHC is HLA-DPA10103-DPB10401 with pseudo-sequence HLA-DPA10103-DPB10401. The peptide sequence is NYPIVQNLQGQMVHQAISPR. The binding affinity (normalized) is 0.321. (4) The peptide sequence is GIFLSVAAGNEAENA. The MHC is HLA-DQA10102-DQB10602 with pseudo-sequence HLA-DQA10102-DQB10602. The binding affinity (normalized) is 0.453. (5) The peptide sequence is KAATAGTTVYGAFAA. The MHC is HLA-DPA10103-DPB10601 with pseudo-sequence HLA-DPA10103-DPB10601. The binding affinity (normalized) is 0. (6) The binding affinity (normalized) is 1.00. The MHC is DRB1_1501 with pseudo-sequence DRB1_1501. The peptide sequence is VGSKLIVAMSSWLQK.